From a dataset of Catalyst prediction with 721,799 reactions and 888 catalyst types from USPTO. Predict which catalyst facilitates the given reaction. (1) Reactant: [N:1]1[C:10]2[C:5](=[CH:6][C:7]([C:11](Cl)=[O:12])=[CH:8][CH:9]=2)[CH:4]=[CH:3][CH:2]=1.[NH3:14]. Product: [N:1]1[C:10]2[C:5](=[CH:6][C:7]([C:11]([NH2:14])=[O:12])=[CH:8][CH:9]=2)[CH:4]=[CH:3][CH:2]=1. The catalyst class is: 1. (2) Reactant: C([Li])CCC.[C:6](#[N:8])[CH3:7].Br[C:10]1[C:15]([Br:16])=[CH:14][CH:13]=[CH:12][N:11]=1. Product: [Br:16][C:15]1[C:10]([CH2:7][C:6]#[N:8])=[N:11][CH:12]=[CH:13][CH:14]=1. The catalyst class is: 1. (3) Reactant: [Cl:1][C:2]1[N:7]=[CH:6][C:5]2[C:8]([NH:30][CH2:31][CH3:32])=[N:9][N:10]([C:11]([C:24]3[CH:29]=[CH:28][CH:27]=[CH:26][CH:25]=3)([C:18]3[CH:23]=[CH:22][CH:21]=[CH:20][CH:19]=3)[C:12]3[CH:17]=[CH:16][CH:15]=[CH:14][CH:13]=3)[C:4]=2[CH:3]=1.[Li+].C[Si]([N-][Si](C)(C)C)(C)C.[C:43](O[C:43]([O:45][C:46]([CH3:49])([CH3:48])[CH3:47])=[O:44])([O:45][C:46]([CH3:49])([CH3:48])[CH3:47])=[O:44].O. Product: [Cl:1][C:2]1[N:7]=[CH:6][C:5]2[C:8]([N:30]([CH2:31][CH3:32])[C:43](=[O:44])[O:45][C:46]([CH3:49])([CH3:48])[CH3:47])=[N:9][N:10]([C:11]([C:18]3[CH:23]=[CH:22][CH:21]=[CH:20][CH:19]=3)([C:12]3[CH:13]=[CH:14][CH:15]=[CH:16][CH:17]=3)[C:24]3[CH:25]=[CH:26][CH:27]=[CH:28][CH:29]=3)[C:4]=2[CH:3]=1. The catalyst class is: 1. (4) Reactant: [CH:1]1([O:6][C:7]2[CH:8]=[C:9]([NH:14][CH2:15][CH2:16][NH:17][C:18](=[O:24])[O:19][C:20]([CH3:23])([CH3:22])[CH3:21])[CH:10]=[CH:11][C:12]=2[CH3:13])[CH2:5][CH2:4][CH2:3][CH2:2]1.[C:25]1([C:34](=O)[NH:33][C:31](=[O:32])[NH:30][C:28]1=[O:29])=[N:26]O.O. Product: [CH:1]1([O:6][C:7]2[C:12]([CH3:13])=[CH:11][C:10]3[N:26]=[C:25]4[C:34]([N:14]([CH2:15][CH2:16][NH:17][C:18](=[O:24])[O:19][C:20]([CH3:21])([CH3:23])[CH3:22])[C:9]=3[CH:8]=2)=[N:33][C:31](=[O:32])[NH:30][C:28]4=[O:29])[CH2:2][CH2:3][CH2:4][CH2:5]1. The catalyst class is: 14. (5) Reactant: Br[CH2:2][CH2:3][NH:4][C:5](=[O:11])[O:6][C:7]([CH3:10])([CH3:9])[CH3:8].[CH3:12][C:13]([S-:16])([CH3:15])[CH3:14].[Na+].O. Product: [C:13]([S:16][CH2:2][CH2:3][NH:4][C:5](=[O:11])[O:6][C:7]([CH3:10])([CH3:9])[CH3:8])([CH3:15])([CH3:14])[CH3:12]. The catalyst class is: 9. (6) Product: [Cl:17][C:18]1[C:25]([F:26])=[C:24]([N:12]2[C:11](=[O:16])[CH2:10][C@H:9]([OH:8])[C@@H:13]2[CH2:14][CH3:15])[CH:23]=[CH:22][C:19]=1[C:20]#[N:21]. The catalyst class is: 488. Reactant: [Si]([O:8][C@@H:9]1[C@H:13]([CH2:14][CH3:15])[NH:12][C:11](=[O:16])[CH2:10]1)(C(C)(C)C)(C)C.[Cl:17][C:18]1[C:25]([F:26])=[C:24](I)[CH:23]=[CH:22][C:19]=1[C:20]#[N:21].C(=O)([O-])[O-].[Cs+].[Cs+].C1(P(C2C=CC=CC=2)C2C3OC4C(=CC=CC=4P(C4C=CC=CC=4)C4C=CC=CC=4)C(C)(C)C=3C=CC=2)C=CC=CC=1. (7) The catalyst class is: 3. Reactant: [CH2:1]([N:3]1[C:7]2[CH:8]=[CH:9][C:10]([C:12](O)=[O:13])=[CH:11][C:6]=2[N:5]=[C:4]1[NH:15][C:16]1[S:17][C:18]2[CH:24]=[C:23]([O:25][C:26]3[CH:27]=[N:28][CH:29]=[CH:30][CH:31]=3)[CH:22]=[CH:21][C:19]=2[N:20]=1)[CH3:2].[CH3:32][O:33][CH2:34][CH2:35][NH2:36].CN(C(ON1N=NC2C=CC=CC1=2)=[N+](C)C)C.F[P-](F)(F)(F)(F)F.CCN(C(C)C)C(C)C. Product: [CH3:32][O:33][CH2:34][CH2:35][NH:36][C:12]([C:10]1[CH:9]=[CH:8][C:7]2[N:3]([CH2:1][CH3:2])[C:4]([NH:15][C:16]3[S:17][C:18]4[CH:24]=[C:23]([O:25][C:26]5[CH:27]=[N:28][CH:29]=[CH:30][CH:31]=5)[CH:22]=[CH:21][C:19]=4[N:20]=3)=[N:5][C:6]=2[CH:11]=1)=[O:13]. (8) The catalyst class is: 81. Reactant: [Cl:1][C:2]1[CH:10]=[CH:9][CH:8]=[C:7]2[C:3]=1[CH:4]([CH2:14][CH2:15][C:16]1([F:25])[CH2:21][CH2:20][CH:19]([C:22](O)=[O:23])[CH2:18][CH2:17]1)[N:5]1[CH:13]=[N:12][CH:11]=[C:6]12.[NH:26]([CH3:28])[CH3:27].Cl.CCO. Product: [Cl:1][C:2]1[CH:10]=[CH:9][CH:8]=[C:7]2[C:3]=1[CH:4]([CH2:14][CH2:15][C:16]1([F:25])[CH2:21][CH2:20][CH:19]([C:22]([N:26]([CH3:28])[CH3:27])=[O:23])[CH2:18][CH2:17]1)[N:5]1[CH:13]=[N:12][CH:11]=[C:6]12. (9) Reactant: [Cl:1][C:2]1[N:7]=[CH:6][N:5]=[C:4]([NH2:8])[CH:3]=1.[Cl:9][C:10]1[CH:15]=[CH:14][CH:13]=[CH:12][C:11]=1[N:16]=[C:17]=[O:18]. Product: [Cl:9][C:10]1[CH:15]=[CH:14][CH:13]=[CH:12][C:11]=1[NH:16][C:17]([NH:8][C:4]1[CH:3]=[C:2]([Cl:1])[N:7]=[CH:6][N:5]=1)=[O:18]. The catalyst class is: 1.